Predict the reaction yield, written as a fraction of the theoretical maximum amount of product (1.0 means a 100% yield; for example, 0.34 means a 34% yield). From a dataset of Reaction yield outcomes from USPTO patents with 853,638 reactions. (1) The reactants are [N:1]12[CH2:8][CH2:7][C:4]([C:9]([C:17]3[CH:22]=[CH:21][CH:20]=[CH:19][CH:18]=3)([C:11]3[CH:16]=[CH:15][CH:14]=[CH:13][CH:12]=3)[OH:10])([CH2:5][CH2:6]1)[CH2:3][CH2:2]2.[Br:23][CH2:24][CH2:25][O:26][C:27]([C:30]1[CH:35]=[CH:34][CH:33]=[CH:32][CH:31]=1)([CH3:29])[CH3:28]. The catalyst is CC#N.C(Cl)(Cl)Cl. The product is [Br-:23].[OH:10][C:9]([C:17]1[CH:22]=[CH:21][CH:20]=[CH:19][CH:18]=1)([C:11]1[CH:12]=[CH:13][CH:14]=[CH:15][CH:16]=1)[C:4]12[CH2:5][CH2:6][N+:1]([CH2:24][CH2:25][O:26][C:27]([CH3:29])([C:30]3[CH:35]=[CH:34][CH:33]=[CH:32][CH:31]=3)[CH3:28])([CH2:2][CH2:3]1)[CH2:8][CH2:7]2. The yield is 0.240. (2) The reactants are FC(F)(F)C([N:5]([C@@H:14]1[CH2:18][CH2:17][C@@:16]([C:22]([N:24]2[CH2:29][C@@H:28]3[C@H:30](O)[C@H:25]2[CH2:26][N:27]3[C:32]2[CH:37]=[C:36]([C:38]([F:41])([F:40])[F:39])[CH:35]=[CH:34][N:33]=2)=[O:23])([CH:19]([CH3:21])[CH3:20])[CH2:15]1)[C@H:6]1[CH2:11][CH2:10][O:9][CH2:8][C@H:7]1[O:12][CH3:13])=O.CCN(S(F)(F)[F:50])CC. The catalyst is C(Cl)Cl. The product is [F:50][CH:30]1[C@@H:28]2[N:27]([C:32]3[CH:37]=[C:36]([C:38]([F:41])([F:39])[F:40])[CH:35]=[CH:34][N:33]=3)[CH2:26][C@H:25]1[N:24]([C:22]([C@@:16]1([CH:19]([CH3:20])[CH3:21])[CH2:17][CH2:18][C@@H:14]([NH:5][C@H:6]3[CH2:11][CH2:10][O:9][CH2:8][C@H:7]3[O:12][CH3:13])[CH2:15]1)=[O:23])[CH2:29]2. The yield is 0.320.